This data is from Reaction yield outcomes from USPTO patents with 853,638 reactions. The task is: Predict the reaction yield, written as a fraction of the theoretical maximum amount of product (1.0 means a 100% yield; for example, 0.34 means a 34% yield). (1) The reactants are [CH:1]1([C:4]2[CH:9]=[C:8]([F:10])[C:7]([N+:11]([O-:13])=[O:12])=[CH:6][C:5]=2[NH2:14])[CH2:3][CH2:2]1.C([O-])(O)=O.[Na+].[CH3:20][CH:21]([CH3:25])[C:22](Cl)=[O:23]. The catalyst is ClCCl.O. The product is [CH:1]1([C:4]2[CH:9]=[C:8]([F:10])[C:7]([N+:11]([O-:13])=[O:12])=[CH:6][C:5]=2[NH:14][C:22](=[O:23])[CH:21]([CH3:25])[CH3:20])[CH2:3][CH2:2]1. The yield is 0.840. (2) The reactants are [CH:1]1[N:2]=[CH:3][N:4]2[CH2:9][CH2:8][CH2:7][CH2:6][C:5]=12.[Li]CCCC.CN([CH:18]=[O:19])C. The catalyst is C1COCC1. The product is [CH:1]1[N:2]=[C:3]([CH:18]=[O:19])[N:4]2[CH2:9][CH2:8][CH2:7][CH2:6][C:5]=12. The yield is 0.400. (3) The reactants are COC1C=CC(C(C2C=CC(OC)=C(OC)C=2)=O)=CC=1[N+]([O-])=O.[CH3:24][O:25][C:26]1[CH:27]=[CH:28][C:29]([N+:46]([O-:48])=[O:47])=[C:30]([CH:32]([C:34]2[CH:39]=[C:38]([O:40][CH3:41])[C:37]([O:42][CH3:43])=[C:36]([O:44][CH3:45])[CH:35]=2)[OH:33])[CH:31]=1.[Cr](Cl)([O-])(=O)=O.[NH+]1C=CC=CC=1. No catalyst specified. The product is [CH3:24][O:25][C:26]1[CH:27]=[CH:28][C:29]([N+:46]([O-:48])=[O:47])=[C:30]([C:32]([C:34]2[CH:35]=[C:36]([O:44][CH3:45])[C:37]([O:42][CH3:43])=[C:38]([O:40][CH3:41])[CH:39]=2)=[O:33])[CH:31]=1. The yield is 0.760. (4) The reactants are [NH2:1][CH:2]([C:9]1[CH:14]=[CH:13][CH:12]=[CH:11][CH:10]=1)[C:3]1[CH:8]=[CH:7][CH:6]=[CH:5][CH:4]=1.Cl[CH2:16]/[CH:17]=[CH:18]\[CH2:19]Cl. The catalyst is ClCCl. The product is [CH:2]([N:1]1[CH2:19][CH:18]=[CH:17][CH2:16]1)([C:3]1[CH:8]=[CH:7][CH:6]=[CH:5][CH:4]=1)[C:9]1[CH:14]=[CH:13][CH:12]=[CH:11][CH:10]=1. The yield is 0.430. (5) The reactants are [C:1]([O:4][C@H:5]1[CH2:9][C@H:8]([N:10]2[C:14]3[N:15]=[CH:16][N:17]=[C:18]([CH2:19][CH2:20][C:21]4[CH:26]=[CH:25][CH:24]=[CH:23][CH:22]=4)[C:13]=3[C:12](I)=[CH:11]2)[O:7][C@@H:6]1[CH2:28][O:29][Si:30]([C:33]([CH3:36])([CH3:35])[CH3:34])([CH3:32])[CH3:31])(=[O:3])[CH3:2].CCN(C(C)C)C(C)C.[C:46]([Si:48]([CH3:51])([CH3:50])[CH3:49])#[CH:47]. The catalyst is CN(C=O)C.CCOC(C)=O.[Cu]I.Cl[Pd](Cl)([P](C1C=CC=CC=1)(C1C=CC=CC=1)C1C=CC=CC=1)[P](C1C=CC=CC=1)(C1C=CC=CC=1)C1C=CC=CC=1. The product is [C:1]([O:4][C@H:5]1[CH2:9][C@H:8]([N:10]2[C:14]3[N:15]=[CH:16][N:17]=[C:18]([CH2:19][CH2:20][C:21]4[CH:26]=[CH:25][CH:24]=[CH:23][CH:22]=4)[C:13]=3[C:12]([C:47]#[C:46][Si:48]([CH3:51])([CH3:50])[CH3:49])=[CH:11]2)[O:7][C@@H:6]1[CH2:28][O:29][Si:30]([C:33]([CH3:36])([CH3:35])[CH3:34])([CH3:32])[CH3:31])(=[O:3])[CH3:2]. The yield is 0.580. (6) The yield is 0.797. The product is [F:21][C:12]1[CH:13]=[C:14]([CH:19]=[CH:20][C:11]=1[C:10]1[C:9](=[O:22])[C:3]2[C:2](=[CH:7][C:6]([OH:8])=[CH:5][CH:4]=2)[O:1][C:23]=1[C:25]([F:28])([F:27])[F:26])[C:15]([O:17][CH3:18])=[O:16]. The catalyst is C(Cl)Cl. The reactants are [OH:1][C:2]1[CH:7]=[C:6]([OH:8])[CH:5]=[CH:4][C:3]=1[C:9](=[O:22])[CH2:10][C:11]1[CH:20]=[CH:19][C:14]([C:15]([O:17][CH3:18])=[O:16])=[CH:13][C:12]=1[F:21].[C:23](O[C:23]([C:25]([F:28])([F:27])[F:26])=O)([C:25]([F:28])([F:27])[F:26])=O. (7) The reactants are [NH2:1][C:2]1[N:3]=[C:4]([N:21]2[CH2:26][CH2:25][NH:24][CH2:23][CH:22]2[C:27](=[O:36])[NH:28][C:29]2[CH:34]=[CH:33][C:32]([F:35])=[CH:31][CH:30]=2)[C:5]2[N:11]=[C:10]([C:12]3[CH:17]=[CH:16][C:15]([OH:18])=[C:14]([O:19][CH3:20])[CH:13]=3)[CH:9]=[CH:8][C:6]=2[N:7]=1.C(=O)([O-])[O-].[K+].[K+].I[CH:44]([CH3:46])[CH3:45]. The catalyst is CC(C)=O. The product is [NH2:1][C:2]1[N:3]=[C:4]([N:21]2[CH2:26][CH2:25][NH:24][CH2:23][CH:22]2[C:27](=[O:36])[NH:28][C:29]2[CH:34]=[CH:33][C:32]([F:35])=[CH:31][CH:30]=2)[C:5]2[N:11]=[C:10]([C:12]3[CH:17]=[CH:16][C:15]([O:18][CH:44]([CH3:46])[CH3:45])=[C:14]([O:19][CH3:20])[CH:13]=3)[CH:9]=[CH:8][C:6]=2[N:7]=1. The yield is 0.390. (8) The reactants are CS[C:3](SC)=[C:4]1[C:13](=[O:14])[C:12]([CH2:16][CH2:17][CH2:18][CH3:19])([CH3:15])[C:11]2[C:6](=[CH:7][CH:8]=[CH:9][CH:10]=2)[C:5]1=[O:20].[C:23]([O:27][C:28](=[O:41])[NH:29][C:30]1[CH:35]=[CH:34][C:33]([NH2:36])=[C:32]([S:37](=[O:40])(=[O:39])[NH2:38])[CH:31]=1)([CH3:26])([CH3:25])[CH3:24]. The catalyst is C1(C)C=CC=CC=1. The product is [CH2:16]([C:12]1([CH3:15])[C:11]2[C:6](=[CH:7][CH:8]=[CH:9][CH:10]=2)[C:5]([OH:20])=[C:4]([C:3]2[NH:36][C:33]3[CH:34]=[CH:35][C:30]([NH:29][C:28](=[O:41])[O:27][C:23]([CH3:26])([CH3:24])[CH3:25])=[CH:31][C:32]=3[S:37](=[O:39])(=[O:40])[N:38]=2)[C:13]1=[O:14])[CH2:17][CH2:18][CH3:19]. The yield is 0.920.